This data is from Reaction yield outcomes from USPTO patents with 853,638 reactions. The task is: Predict the reaction yield, written as a fraction of the theoretical maximum amount of product (1.0 means a 100% yield; for example, 0.34 means a 34% yield). (1) The product is [C:4]12([C:14]([O:16][CH3:17])=[O:15])[CH2:9][CH2:8][C:7]([C:10]([O:12][CH3:13])=[O:11])([CH2:6][CH2:5]1)[CH2:2][CH2:3]2. The yield is 0.500. The catalyst is C1COCC1. The reactants are Cl[CH2:2][CH2:3][C:4]1([C:14]([O:16][CH3:17])=[O:15])[CH2:9][CH2:8][CH:7]([C:10]([O:12][CH3:13])=[O:11])[CH2:6][CH2:5]1.CN(C)P(N(C)C)(N(C)C)=O.C([N-]C(C)C)(C)C.[Li+].[Cl-].[NH4+]. (2) The reactants are [Cl:1][C:2]1[N:3]=[C:4]([N:11]2[CH2:16][CH2:15][O:14][CH2:13][CH2:12]2)[C:5]2[S:10][CH:9]=[CH:8][C:6]=2[N:7]=1.[Cl:17]N1C(=O)CCC1=O. The catalyst is CCCCCC.C1COCC1.CCOCC. The product is [Cl:1][C:2]1[N:3]=[C:4]([N:11]2[CH2:16][CH2:15][O:14][CH2:13][CH2:12]2)[C:5]2[S:10][C:9]([Cl:17])=[CH:8][C:6]=2[N:7]=1. The yield is 0.500. (3) The reactants are [F:1][C:2]1[CH:37]=[CH:36][C:5]([CH2:6][NH:7][C:8]([C:10]2[N:11]=[C:12]3[C:18]4([NH:21][C:22](=[O:31])[C:23](=[O:30])[N:24]5[CH2:29][CH2:28][NH:27][CH2:26][CH2:25]5)[CH2:19][CH2:20][CH:15]([CH2:16][CH2:17]4)[CH2:14][N:13]3[C:32](=[O:35])[C:33]=2[OH:34])=[O:9])=[CH:4][CH:3]=1.C(N(C(C)C)CC)(C)C.[CH3:47][N:48]([CH3:53])[S:49](Cl)(=[O:51])=[O:50]. The catalyst is ClCCl. The product is [CH3:47][N:48]([CH3:53])[S:49]([N:27]1[CH2:26][CH2:25][N:24]([C:23](=[O:30])[C:22]([NH:21][C:18]23[CH2:19][CH2:20][CH:15]([CH2:16][CH2:17]2)[CH2:14][N:13]2[C:32](=[O:35])[C:33]([OH:34])=[C:10]([C:8]([NH:7][CH2:6][C:5]4[CH:4]=[CH:3][C:2]([F:1])=[CH:37][CH:36]=4)=[O:9])[N:11]=[C:12]32)=[O:31])[CH2:29][CH2:28]1)(=[O:51])=[O:50]. The yield is 0.450. (4) The reactants are Br[C:2]1[CH:10]=[C:9]2[C:5]([CH:6]=[CH:7][N:8]2[CH2:11][CH3:12])=[CH:4][CH:3]=1.[F:13][C:14]([F:26])([F:25])[O:15][C:16]1[CH:21]=[CH:20][C:19](B(O)O)=[CH:18][CH:17]=1.C(=O)([O-])[O-].[Na+].[Na+].C1(C)C=CC=CC=1. The catalyst is O.C(O)C.[Pd].C1(P(C2C=CC=CC=2)C2C=CC=CC=2)C=CC=CC=1.C1(P(C2C=CC=CC=2)C2C=CC=CC=2)C=CC=CC=1.C1(P(C2C=CC=CC=2)C2C=CC=CC=2)C=CC=CC=1.C1(P(C2C=CC=CC=2)C2C=CC=CC=2)C=CC=CC=1. The product is [F:13][C:14]([F:25])([F:26])[O:15][C:16]1[CH:21]=[CH:20][C:19]([C:2]2[CH:10]=[C:9]3[C:5]([CH:6]=[CH:7][N:8]3[CH2:11][CH3:12])=[CH:4][CH:3]=2)=[CH:18][CH:17]=1. The yield is 0.560. (5) The reactants are [CH3:1][O:2][C:3]([CH:5]1[CH:11]2[CH:12]=[CH:13][CH:7]([CH:8]3[CH:10]2[CH2:9]3)[CH:6]1C(O)=O)=[O:4].C([N:19](CC)CC)C.Cl[C:25]([O:27][CH2:28][CH3:29])=[O:26].[N-]=[N+]=[N-].[Na+].[CH2:34](O)[C:35]1C=C[CH:38]=[CH:37][CH:36]=1. The catalyst is O1CCCC1.O.C1C=CC=CC=1.ClCCl. The product is [CH2:28]([O:27][C:25]([NH:19][C@H:6]1[C@@H:7]2[CH:13]=[CH:12][C@@H:11]([C@@H:10]3[C@H:8]2[CH2:9]3)[C@H:5]1[C:3]([O:2][CH3:1])=[O:4])=[O:26])[C:29]1[CH:38]=[CH:37][CH:36]=[CH:35][CH:34]=1. The yield is 0.360.